Dataset: Full USPTO retrosynthesis dataset with 1.9M reactions from patents (1976-2016). Task: Predict the reactants needed to synthesize the given product. Given the product [Cl:1][C:2]1[CH:3]=[C:4]([CH:18]=[CH:19][C:20]=1[Cl:21])[CH2:5][NH:6][C:7](=[O:17])[NH:8][C:9]1[S:10][CH:11]=[C:12]([C:14]([N:39]([O:38][CH3:34])[CH3:40])=[O:16])[N:13]=1, predict the reactants needed to synthesize it. The reactants are: [Cl:1][C:2]1[CH:3]=[C:4]([CH:18]=[CH:19][C:20]=1[Cl:21])[CH2:5][NH:6][C:7](=[O:17])[NH:8][C:9]1[S:10][CH:11]=[C:12]([C:14]([OH:16])=O)[N:13]=1.CCN(C(C)C)C(C)C.CN([C:34]([O:38][N:39]1N=NC2C=CC=C[C:40]1=2)=[N+](C)C)C.[B-](F)(F)(F)F.Cl.CNOC.